This data is from Experimentally validated miRNA-target interactions with 360,000+ pairs, plus equal number of negative samples. The task is: Binary Classification. Given a miRNA mature sequence and a target amino acid sequence, predict their likelihood of interaction. (1) The miRNA is mmu-miR-467g with sequence UAUACAUACACACACAUAUAU. The protein sequence of the target gene is MFNYERPKHFIQSQNPCGSRLQPPGPETSSFSSQTKQSSIIIQPRQCTEQRFSASSTLSSHITMSSSAFPASPKQHAGSNPGQRVTTTYNQSPASFLSSILPSQPDYNSSKIPSAMDSNYQQSSAGQPINAKPSQTANAKPIPRTPDHEIQGSKEALIQDLERKLKCKDTLLHNGNQRLTYEEKMARRLLGPQNAAAVFQAQDDSGAQDSQQHNSEHARLQVPTSQVRSRSTSRGDVNDQDAIQEKFYPPRFIQVPENMSIDEGRFCRMDFKVSGLPAPDVSWYLNGRTVQSDDLHKMIV.... Result: 0 (no interaction). (2) The miRNA is mmu-miR-302d-3p with sequence UAAGUGCUUCCAUGUUUGAGUGU. The protein sequence of the target gene is MERLSQMAGRRAWCAEDSVPRQEEEDRTRPSKTVTFKDVAVDLTQEEWQQMKPAQRALYRDVMLETYSNLVTVGCQVTKPDVIFKLEQAEEPWVLEEEMFWRRSPEAARGRMKSFAFKDMAKDLRFEDVVIYFSLEEWECLRHSHRNLYRAVMLDNYSNLLSLSLADTKPRVVSLLEQGKEPWMVMRNETKIWHPDWVSRTEAKDSSKIKTLQEKMAKKHTCPTLEDSKTRGDREVTRELEGQQVHQEGHLRQAAVTSVERPDSVQCTAHREAHPGGKPCSSEKSQKTSLCQPPPIEREQ.... Result: 1 (interaction).